This data is from NCI-60 drug combinations with 297,098 pairs across 59 cell lines. The task is: Regression. Given two drug SMILES strings and cell line genomic features, predict the synergy score measuring deviation from expected non-interaction effect. (1) Drug 1: CCC1=CC2CC(C3=C(CN(C2)C1)C4=CC=CC=C4N3)(C5=C(C=C6C(=C5)C78CCN9C7C(C=CC9)(C(C(C8N6C)(C(=O)OC)O)OC(=O)C)CC)OC)C(=O)OC.C(C(C(=O)O)O)(C(=O)O)O. Synergy scores: CSS=26.5, Synergy_ZIP=-9.82, Synergy_Bliss=-2.04, Synergy_Loewe=-0.360, Synergy_HSA=-0.487. Drug 2: C1C(C(OC1N2C=NC3=C2NC=NCC3O)CO)O. Cell line: ACHN. (2) Drug 1: CN(CC1=CN=C2C(=N1)C(=NC(=N2)N)N)C3=CC=C(C=C3)C(=O)NC(CCC(=O)O)C(=O)O. Drug 2: C1CN(CCN1C(=O)CCBr)C(=O)CCBr. Cell line: SK-MEL-5. Synergy scores: CSS=52.9, Synergy_ZIP=-6.85, Synergy_Bliss=-4.55, Synergy_Loewe=-9.33, Synergy_HSA=-1.20. (3) Drug 1: C1=NC2=C(N=C(N=C2N1C3C(C(C(O3)CO)O)O)F)N. Drug 2: C1=NC2=C(N1)C(=S)N=CN2. Cell line: ACHN. Synergy scores: CSS=5.80, Synergy_ZIP=-7.04, Synergy_Bliss=-1.24, Synergy_Loewe=-21.8, Synergy_HSA=-3.59. (4) Cell line: HT29. Drug 1: CC1=C2C(C(=O)C3(C(CC4C(C3C(C(C2(C)C)(CC1OC(=O)C(C(C5=CC=CC=C5)NC(=O)OC(C)(C)C)O)O)OC(=O)C6=CC=CC=C6)(CO4)OC(=O)C)OC)C)OC. Synergy scores: CSS=83.5, Synergy_ZIP=18.3, Synergy_Bliss=17.3, Synergy_Loewe=-19.1, Synergy_HSA=18.3. Drug 2: CN(C(=O)NC(C=O)C(C(C(CO)O)O)O)N=O. (5) Synergy scores: CSS=0.961, Synergy_ZIP=-1.76, Synergy_Bliss=-5.22, Synergy_Loewe=-0.631, Synergy_HSA=-7.69. Cell line: NCI-H460. Drug 1: CN(C)C1=NC(=NC(=N1)N(C)C)N(C)C. Drug 2: CS(=O)(=O)CCNCC1=CC=C(O1)C2=CC3=C(C=C2)N=CN=C3NC4=CC(=C(C=C4)OCC5=CC(=CC=C5)F)Cl.